Dataset: Experimentally validated miRNA-target interactions with 360,000+ pairs, plus equal number of negative samples. Task: Binary Classification. Given a miRNA mature sequence and a target amino acid sequence, predict their likelihood of interaction. (1) The miRNA is mmu-miR-379-5p with sequence UGGUAGACUAUGGAACGUAGG. The protein sequence of the target gene is MADNEKLDNQRLKNFKNKGRDLETMRRQRNEVVVELRKNKRDEHLLKRRNVPQEDICEDSDIDGDYRVQNTSLEAIVQNASSDNQGIQLSAVQAARKLLSSDRNPPIDDLIKSGILPILVHCLERDDNPSLQFEAAWALTNIASGTSEQTQAVVQSNAVPLFLRLLHSPHQNVCEQAVWALGNIIGDGPQCRDYVISLGVVKPLLSFISPSIPITFLRNVTWVMVNLCRHKDPPPPMETIQEILPALCVLIHHTDVNILVDTVWALSYLTDAGNEQIQMVIDSGIVPHLVPLLSHQEVKV.... Result: 0 (no interaction). (2) The miRNA is hsa-miR-181b-5p with sequence AACAUUCAUUGCUGUCGGUGGGU. The protein sequence of the target gene is MALHSPQYIFGDFSPDEFNQFFVTPRSSVELPPYSGTVLCGTQAVDKLPDGQEYQRIEFGVDEVIEPSDTLPRTPSYSISSTLNPQAPEFILGCTASKITPDGITKEASYGSIDCQYPGSALALDGSSNVEAEVLENDGVSGGLGQRERKKKKKRPPGYYSYLKDGGDDSISTEALVNGHANSAVPNSVSAEDAEFMGDMPPSVTPRTCNSPQNSTDSVSDIVPDSPFPGALGSDTRTAGQPEGGPGADFGQSCFPAEAGRDTLSRTAGAQPCVGTDTTENLGVANGQILESSGEGTATN.... Result: 1 (interaction). (3) Result: 0 (no interaction). The protein sequence of the target gene is MTKSYSESGLMGEPQPQGPPSWTDECLSSQDEEHEADKKEDELEAMNAEEDSLRNGGEEEDEDEDLEEEEEEEEEEDDQKPKRRGPKKKKMTKARLERFKLRRMKANARERNRMHGLNAALDNLRKVVPCYSKTQKLSKIETLRLAKNYIWALSEILRSGKSPDLVSFVQTLCKGLSQPTTNLVAGCLQLNPRTFLPEQNPDMPPHLPTASASFPVHPYSYQSPGLPSPPYGTMDSSHVFHVKPPPHAYSAALEPFFESPLTDCTSPSFDGPLSPPLSINGNFSFKHEPSTEFEKNYAFT.... The miRNA is hsa-miR-548ae-5p with sequence AAAAGUAAUUGUGGUUUUUG. (4) The miRNA is hsa-miR-548aw with sequence GUGCAAAAGUCAUCACGGUU. The protein sequence of the target gene is MMCEVMPTINEDTPMSQRGSQSSGSDSDSHFEQLMVNMLDERDRLLDTLRETQESLSLAQQRLQDVIYDRDSLQRQLNSALPQDIESLTGGLTGSKGADPPEFAALTKELNACREQLLEKEEEISELKAERNNTRLLLEHLECLVSRHERSLRMTVVKRQAQSPSGVSSEVEVLKALKSLFEHHKALDEKVRERLRVSLERVSALEEELAAANQEIVALREQNVHIQRKMVSSEGSTESEHLEGMEAGQKVHEKRLSNGSIDSTDDTSQIVELQELLEKQNYEMAQMKERLTALSSRVGE.... Result: 0 (no interaction). (5) The miRNA is mmu-miR-3058-3p with sequence UUCCUGUCAGCCGUGGGUGCC. The protein sequence of the target gene is MSQVLGKPQPQDEDDAEEEEEEDELVGLADYGDGPDSSDADPDSGTEEGVLDFSDPFSTEVKPRILLMGLRRSGKSSIQKVVFHKMSPNETLFLESTNKICREDVSNSSFVNFQIWDFPGQIDFFDPTFDYEMIFRGTGALIFVIDSQDDYMEALARLHLTVTRAYKVNTDINFEVFIHKVDGLSDDHKIETQRDIHQRANDDLADAGLEKIHLSFYLTSIYDHSIFEAFSKVVQKLIPQLPTLENLLNIFISNSGIEKAFLFDVVSKIYIATDSTPVDMQTYELCCDMIDVVIDISCIY.... Result: 0 (no interaction). (6) The miRNA is rno-miR-434-3p with sequence UUUGAACCAUCACUCGACUCCU. The protein sequence of the target gene is MASNFNDIVKQGYVKIRSRKLGIFRRCWLVFKKASSKGPRRLEKFPDEKAAYFRNFHKVTELHNIKNITRLPRETKKHAVAIIFHDETSKTFACESELEAEEWCKHLCMECLGTRLNDISLGEPDLLAAGVQREQNERFNVYLMPTPNLDIYGECTMQITHENIYLWDIHNAKVKLVMWPLSSLRRYGRDSTWFTFESGRMCDTGEGLFTFQTREGEMIYQKVHSATLAIAEQHERLMLEMEQKARLQTSLTEPMTLSKSISLPRSAYWHHITRQNSVGEIYSLQGHGFGSSKMSRAQTF.... Result: 0 (no interaction).